Dataset: Full USPTO retrosynthesis dataset with 1.9M reactions from patents (1976-2016). Task: Predict the reactants needed to synthesize the given product. (1) Given the product [NH2:13][C:14]1[CH:19]=[CH:18][C:17]([S:20][CH2:11][C:10]2[N:5]3[CH:6]=[CH:7][CH:8]=[CH:9][C:4]3=[N:3][C:2]=2[CH3:1])=[CH:16][CH:15]=1, predict the reactants needed to synthesize it. The reactants are: [CH3:1][C:2]1[N:3]=[C:4]2[CH:9]=[CH:8][CH:7]=[CH:6][N:5]2[C:10]=1[CH2:11]O.[NH2:13][C:14]1[CH:19]=[CH:18][C:17]([SH:20])=[CH:16][CH:15]=1.[OH-].[Na+]. (2) Given the product [F:12][C:13]1[CH:21]=[C:20]([F:22])[CH:19]=[CH:18][C:14]=1[C:15]([NH:6][C:5]1[CH:7]=[CH:8][C:2]([F:1])=[C:3]([N+:9]([O-:11])=[O:10])[CH:4]=1)=[O:16], predict the reactants needed to synthesize it. The reactants are: [F:1][C:2]1[CH:8]=[CH:7][C:5]([NH2:6])=[CH:4][C:3]=1[N+:9]([O-:11])=[O:10].[F:12][C:13]1[CH:21]=[C:20]([F:22])[CH:19]=[CH:18][C:14]=1[C:15](Cl)=[O:16]. (3) Given the product [Cl:26][C:23]1[N:22]=[C:21]([CH3:27])[C:20]([O:19][CH:14]([C@H:11]2[CH2:12][CH2:13][NH:9][CH2:10]2)[CH2:15][CH:16]2[CH2:17][CH2:18]2)=[CH:25][CH:24]=1, predict the reactants needed to synthesize it. The reactants are: Cl.C(OC([N:9]1[CH2:13][CH2:12][C@H:11]([CH:14]([O:19][C:20]2[C:21]([CH3:27])=[N:22][C:23]([Cl:26])=[CH:24][CH:25]=2)[CH2:15][CH:16]2[CH2:18][CH2:17]2)[CH2:10]1)=O)(C)(C)C. (4) The reactants are: [F:1][C:2]1[CH:7]=[CH:6][C:5]([N:8]2[C:11](=[O:12])[C@H:10]([S:13][CH2:14][C:15]([C:17]3[CH:22]=[CH:21][C:20]([F:23])=[CH:19][CH:18]=3)=[O:16])[C@H:9]2[C:24]2[CH:49]=[CH:48][C:27]([O:28][CH2:29][C:30]([NH:32][CH2:33][C:34]([NH:36][C@H:37]([C:45]([OH:47])=[O:46])[CH2:38][CH2:39][CH2:40][CH2:41][N:42]([CH3:44])[CH3:43])=[O:35])=[O:31])=[CH:26][CH:25]=2)=[CH:4][CH:3]=1.[BH4-].[Na+]. Given the product [C:45]([OH:47])(=[O:46])[CH3:37].[F:1][C:2]1[CH:7]=[CH:6][C:5]([N:8]2[C:11](=[O:12])[C@H:10]([S:13][CH2:14][CH:15]([C:17]3[CH:18]=[CH:19][C:20]([F:23])=[CH:21][CH:22]=3)[OH:16])[C@H:9]2[C:24]2[CH:49]=[CH:48][C:27]([O:28][CH2:29][C:30]([NH:32][CH2:33][C:34]([NH:36][C@H:37]([C:45]([OH:47])=[O:46])[CH2:38][CH2:39][CH2:40][CH2:41][N:42]([CH3:44])[CH3:43])=[O:35])=[O:31])=[CH:26][CH:25]=2)=[CH:4][CH:3]=1, predict the reactants needed to synthesize it.